Dataset: Forward reaction prediction with 1.9M reactions from USPTO patents (1976-2016). Task: Predict the product of the given reaction. The product is: [C:1]([C:4]1[CH:13]=[C:12]([Cl:17])[C:11]2[C:6](=[CH:7][C:8]([CH3:15])=[CH:9][CH:10]=2)[N:5]=1)([OH:3])=[O:2]. Given the reactants [C:1]([C:4]1[CH:13]=[C:12](O)[C:11]2[C:6](=[CH:7][C:8]([CH3:15])=[CH:9][CH:10]=2)[N:5]=1)([OH:3])=[O:2].P(Cl)(Cl)(Cl)(Cl)[Cl:17].[OH-].[Na+].[OH-].[K+], predict the reaction product.